This data is from Catalyst prediction with 721,799 reactions and 888 catalyst types from USPTO. The task is: Predict which catalyst facilitates the given reaction. Reactant: [Cl:1][C:2]1[N:7]=[CH:6][C:5]([C:8]([OH:10])=O)=[CH:4][N:3]=1.C(Cl)(=O)C(Cl)=O.C[N:18](C=O)C. Product: [Cl:1][C:2]1[N:7]=[CH:6][C:5]([C:8]([NH2:18])=[O:10])=[CH:4][N:3]=1. The catalyst class is: 1.